From a dataset of Full USPTO retrosynthesis dataset with 1.9M reactions from patents (1976-2016). Predict the reactants needed to synthesize the given product. (1) Given the product [OH:8][CH2:9][C:10]1[N:14]([C:15]2[CH:20]=[CH:19][CH:18]=[CH:17][CH:16]=2)[N:13]=[N:12][C:11]=1[C:21]([N:23]([CH2:41][CH:42]([CH3:44])[CH3:43])[C@@H:24]1[CH2:29][N:28]([C:30]([O:32][C:33]([CH3:36])([CH3:35])[CH3:34])=[O:31])[CH2:27][C@H:26]([C:37]([O:39][CH3:40])=[O:38])[CH2:25]1)=[O:22], predict the reactants needed to synthesize it. The reactants are: C([O:8][CH2:9][C:10]1[N:14]([C:15]2[CH:20]=[CH:19][CH:18]=[CH:17][CH:16]=2)[N:13]=[N:12][C:11]=1[C:21]([N:23]([CH2:41][CH:42]([CH3:44])[CH3:43])[C@@H:24]1[CH2:29][N:28]([C:30]([O:32][C:33]([CH3:36])([CH3:35])[CH3:34])=[O:31])[CH2:27][C@H:26]([C:37]([O:39][CH3:40])=[O:38])[CH2:25]1)=[O:22])C1C=CC=CC=1. (2) Given the product [C:1]([C:3]1[CH:4]=[C:5]([CH:9]=[CH:10][CH:11]=1)[C:6]([NH:15][O:14][CH3:13])=[O:7])#[CH:2], predict the reactants needed to synthesize it. The reactants are: [C:1]([C:3]1[CH:4]=[C:5]([CH:9]=[CH:10][CH:11]=1)[C:6](O)=[O:7])#[CH:2].Cl.[CH3:13][O:14][NH2:15]. (3) Given the product [NH2:16][C:14]1[N:13]=[C:12]([N:17]2[C@H:22]([CH3:23])[CH2:21][CH2:20][C@H:19]([C:24]([NH:26][CH2:27][C:28]3[CH:29]=[CH:30][CH:31]=[CH:32][CH:33]=3)=[O:25])[CH2:18]2)[CH:11]=[C:10]([C:7]2[CH:6]=[C:5]3[C:4]([C:1]([CH3:2])=[N:54][NH:55]3)=[CH:9][CH:8]=2)[N:15]=1, predict the reactants needed to synthesize it. The reactants are: [C:1]([C:4]1[CH:9]=[CH:8][C:7]([C:10]2[N:15]=[C:14]([NH2:16])[N:13]=[C:12]([N:17]3[C@H:22]([CH3:23])[CH2:21][CH2:20][C@H:19]([C:24]([NH:26][CH2:27][C:28]4[CH:33]=[CH:32][CH:31]=[CH:30][CH:29]=4)=[O:25])[CH2:18]3)[CH:11]=2)=[CH:6][C:5]=1F)(=O)[CH3:2].Cl.CON.C([O-])([O-])=O.[K+].[K+].CCN(C(C)C)C(C)C.[NH2:54][NH2:55]. (4) Given the product [Si:1]([O:8][C@@H:9]([CH2:10][C:11](=[O:12])[C:53]#[C:52][C@H:51]([CH3:54])[C@H:50]([O:49][Si:42]([C:45]([CH3:48])([CH3:47])[CH3:46])([CH3:44])[CH3:43])[C@@H:55]([CH3:67])[CH2:56][CH2:57][CH2:58][O:59][Si:60]([C:63]([CH3:65])([CH3:64])[CH3:66])([CH3:62])[CH3:61])[C@H:17]([CH3:41])/[CH:18]=[CH:19]/[CH2:20][O:21][C:22]([C:35]1[CH:40]=[CH:39][CH:38]=[CH:37][CH:36]=1)([C:29]1[CH:34]=[CH:33][CH:32]=[CH:31][CH:30]=1)[C:23]1[CH:24]=[CH:25][CH:26]=[CH:27][CH:28]=1)([C:4]([CH3:7])([CH3:5])[CH3:6])([CH3:3])[CH3:2], predict the reactants needed to synthesize it. The reactants are: [Si:1]([O:8][C@H:9]([C@H:17]([CH3:41])/[CH:18]=[CH:19]/[CH2:20][O:21][C:22]([C:35]1[CH:40]=[CH:39][CH:38]=[CH:37][CH:36]=1)([C:29]1[CH:34]=[CH:33][CH:32]=[CH:31][CH:30]=1)[C:23]1[CH:28]=[CH:27][CH:26]=[CH:25][CH:24]=1)[CH2:10][C:11](N(OC)C)=[O:12])([C:4]([CH3:7])([CH3:6])[CH3:5])([CH3:3])[CH3:2].[Si:42]([O:49][C@H:50]([C@@H:55]([CH3:67])[CH2:56][CH2:57][CH2:58][O:59][Si:60]([C:63]([CH3:66])([CH3:65])[CH3:64])([CH3:62])[CH3:61])[C@@H:51]([CH3:54])[C:52]#[CH:53])([C:45]([CH3:48])([CH3:47])[CH3:46])([CH3:44])[CH3:43].[Li]CCCC.CCOC(C)=O.CCCCCC. (5) The reactants are: Cl[C:2]1[CH:7]=[C:6]([CH3:8])[C:5]([N+:9]([O-:11])=[O:10])=[CH:4][N:3]=1.[F:12][C:13]1[CH:18]=[CH:17][CH:16]=[CH:15][C:14]=1B(O)O.C([O-])([O-])=O.[K+].[K+].O. Given the product [F:12][C:13]1[CH:18]=[CH:17][CH:16]=[CH:15][C:14]=1[C:2]1[CH:7]=[C:6]([CH3:8])[C:5]([N+:9]([O-:11])=[O:10])=[CH:4][N:3]=1, predict the reactants needed to synthesize it. (6) The reactants are: [NH3:1].Cl/[C:3](=[N:9]\[NH:10][C:11]1[CH:16]=[CH:15][CH:14]=[CH:13][CH:12]=1)/[C:4]([O:6][CH2:7][CH3:8])=[O:5]. Given the product [NH2:1]/[C:3](=[N:9]\[NH:10][C:11]1[CH:16]=[CH:15][CH:14]=[CH:13][CH:12]=1)/[C:4]([O:6][CH2:7][CH3:8])=[O:5], predict the reactants needed to synthesize it.